From a dataset of Reaction yield outcomes from USPTO patents with 853,638 reactions. Predict the reaction yield, written as a fraction of the theoretical maximum amount of product (1.0 means a 100% yield; for example, 0.34 means a 34% yield). (1) The reactants are Br[C:2]1[CH:22]=[C:21]2[C:5]([CH2:6][C:7]3([C:20]2=[O:23])[CH2:18][C:17]2[C:19]4[C:13]([CH:14]=[CH:15][CH:16]=2)=[CH:12][CH:11]=[CH:10][C:9]=4[CH2:8]3)=[CH:4][CH:3]=1.[C:24]([C:26]1[CH:27]=[C:28](B(O)O)[CH:29]=[CH:30][CH:31]=1)#[N:25].C([O-])([O-])=O.[Cs+].[Cs+]. The catalyst is O1CCOCC1.Cl[Pd](Cl)([P](C1C=CC=CC=1)(C1C=CC=CC=1)C1C=CC=CC=1)[P](C1C=CC=CC=1)(C1C=CC=CC=1)C1C=CC=CC=1. The product is [O:23]=[C:20]1[C:7]2([CH2:8][C:9]3[C:19]4[C:13]([CH:12]=[CH:11][CH:10]=3)=[CH:14][CH:15]=[CH:16][C:17]=4[CH2:18]2)[CH2:6][C:5]2[C:21]1=[CH:22][C:2]([C:30]1[CH:31]=[C:26]([CH:27]=[CH:28][CH:29]=1)[C:24]#[N:25])=[CH:3][CH:4]=2. The yield is 0.600. (2) The reactants are I[C:2]1[CH:3]=[C:4]([NH:9][C:10](=[O:21])[C:11]2[CH:16]=[CH:15][CH:14]=[C:13]([C:17]([F:20])([F:19])[F:18])[CH:12]=2)[CH:5]=[CH:6][C:7]=1[CH3:8].[N+:22]([C:25]1[CH:26]=[C:27](B(O)O)[CH:28]=[CH:29][CH:30]=1)([O-:24])=[O:23].C1(C)C=CC=CC=1.C([O-])([O-])=O.[K+].[K+]. The catalyst is C1C=CC(P(C2C=CC=CC=2)C2C=CC=CC=2)=CC=1.C1C=CC(P(C2C=CC=CC=2)C2C=CC=CC=2)=CC=1.C1C=CC(P(C2C=CC=CC=2)C2C=CC=CC=2)=CC=1.C1C=CC(P(C2C=CC=CC=2)C2C=CC=CC=2)=CC=1.[Pd].C(O)C. The product is [CH3:8][C:7]1[C:2]([C:29]2[CH:28]=[CH:27][CH:26]=[C:25]([N+:22]([O-:24])=[O:23])[CH:30]=2)=[CH:3][C:4]([NH:9][C:10](=[O:21])[C:11]2[CH:16]=[CH:15][CH:14]=[C:13]([C:17]([F:20])([F:19])[F:18])[CH:12]=2)=[CH:5][CH:6]=1. The yield is 1.02. (3) The reactants are [CH3:1][N:2]1[CH2:7][CH2:6][N:5]([C:8]2[CH:9]=[CH:10][C:11]([O:31][C:32]([F:35])([F:34])[F:33])=[C:12]([NH:14][C:15]3[N:24]=[CH:23][C:22]4[CH2:21][CH2:20][C:19]5[C:25]([C:28]([NH2:30])=[O:29])=[N:26][NH:27][C:18]=5[C:17]=4[N:16]=3)[CH:13]=2)[CH2:4][CH2:3]1.C([O-])([O-])=O.[Cs+].[Cs+].Br[CH2:43][CH2:44][Cl:45].O. The catalyst is CN(C=O)C. The product is [Cl:45][CH2:44][CH2:43][N:27]1[C:18]2[C:17]3[N:16]=[C:15]([NH:14][C:12]4[CH:13]=[C:8]([N:5]5[CH2:6][CH2:7][N:2]([CH3:1])[CH2:3][CH2:4]5)[CH:9]=[CH:10][C:11]=4[O:31][C:32]([F:33])([F:35])[F:34])[N:24]=[CH:23][C:22]=3[CH2:21][CH2:20][C:19]=2[C:25]([C:28]([NH2:30])=[O:29])=[N:26]1. The yield is 0.960. (4) The reactants are Cl[C:2]1[CH:11]=[CH:10][C:5]([C:6]([O:8][CH3:9])=[O:7])=[C:4]([O:12][CH3:13])[CH:3]=1.[CH3:14][CH2:15][Mg+].[Br-]. The catalyst is C1COCC1.CN1C(=O)CCC1.CCOCC.C/C(/[O-])=C/C(C)=O.C/C(/[O-])=C/C(C)=O.C/C(/[O-])=C/C(C)=O.[Fe+3]. The product is [CH2:14]([C:2]1[CH:11]=[CH:10][C:5]([C:6]([O:8][CH3:9])=[O:7])=[C:4]([O:12][CH3:13])[CH:3]=1)[CH3:15]. The yield is 0.500. (5) The reactants are [C:1]([O:5][C:6]([N:8]([C:28]([O:30][C:31]([CH3:34])([CH3:33])[CH3:32])=[O:29])[C:9]1[S:10][C:11]([C:23]([O:25][CH2:26][CH3:27])=[O:24])=[C:12]([CH2:14][O:15][Si](C(C)(C)C)(C)C)[N:13]=1)=[O:7])([CH3:4])([CH3:3])[CH3:2].CCCC[N+](CCCC)(CCCC)CCCC.[F-].C(O)(=O)C.C(OCC)(=O)C. The catalyst is C1COCC1. The product is [C:1]([O:5][C:6]([N:8]([C:28]([O:30][C:31]([CH3:32])([CH3:34])[CH3:33])=[O:29])[C:9]1[S:10][C:11]([C:23]([O:25][CH2:26][CH3:27])=[O:24])=[C:12]([CH2:14][OH:15])[N:13]=1)=[O:7])([CH3:4])([CH3:2])[CH3:3]. The yield is 0.820. (6) The reactants are [O:1]1[C:6]2[CH:7]=[CH:8][CH:9]=[CH:10][C:5]=2[N:4]([CH:11]([C:18]2[CH:23]=[CH:22][CH:21]=[CH:20][CH:19]=2)[CH:12]([OH:17])[C:13]([NH:15][CH3:16])=O)[CH2:3][CH2:2]1.B.Cl. The catalyst is O1CCCC1. The product is [O:1]1[C:6]2[CH:7]=[CH:8][CH:9]=[CH:10][C:5]=2[N:4]([CH:11]([C:18]2[CH:23]=[CH:22][CH:21]=[CH:20][CH:19]=2)[CH:12]([OH:17])[CH2:13][NH:15][CH3:16])[CH2:3][CH2:2]1. The yield is 0.980. (7) The reactants are C[C:2]1[NH:3][C:4]2[C:9]([C:10]=1[CH:11]=[O:12])=[CH:8][CH:7]=[C:6]([C:13]([OH:15])=[O:14])[CH:5]=2.O.[Li+].[OH-]. The catalyst is O1CCCC1. The product is [CH:11]([C:10]1[C:9]2[C:4](=[CH:5][C:6]([C:13]([OH:15])=[O:14])=[CH:7][CH:8]=2)[NH:3][CH:2]=1)=[O:12]. The yield is 1.00. (8) The reactants are Br[C:2]1[CH:7]=[CH:6][N:5]=[C:4]([NH2:8])[CH:3]=1.[CH3:9][O:10][C:11]1[C:16](B(O)O)=[CH:15][CH:14]=[CH:13][N:12]=1.C(=O)([O-])[O-].[Na+].[Na+]. The catalyst is CN(C=O)C. The product is [CH3:9][O:10][C:11]1[C:16]([C:2]2[CH:7]=[CH:6][N:5]=[C:4]([NH2:8])[CH:3]=2)=[CH:15][CH:14]=[CH:13][N:12]=1. The yield is 0.930. (9) The reactants are [NH2:1][C:2]1[N:10]=[CH:9][N:8]=[C:7]2[C:3]=1[N:4]=[CH:5][N:6]2[C@H:11]1[C@@H:15]2[O:16][C:17]([CH3:20])([CH3:19])[O:18][C@@H:14]2[C@@H:13]([CH2:21][N:22]([CH3:29])[CH:23]2[CH2:26][CH:25]([CH2:27][OH:28])[CH2:24]2)[O:12]1.CCN(CC)CC.[CH3:37][S:38](Cl)(=[O:40])=[O:39].O. The catalyst is C(Cl)Cl. The product is [CH3:37][S:38]([O:28][CH2:27][CH:25]1[CH2:24][CH:23]([N:22]([CH2:21][C@@H:13]2[C@@H:14]3[C@@H:15]([O:16][C:17]([CH3:19])([CH3:20])[O:18]3)[C@H:11]([N:6]3[CH:5]=[N:4][C:3]4[C:7]3=[N:8][CH:9]=[N:10][C:2]=4[NH2:1])[O:12]2)[CH3:29])[CH2:26]1)(=[O:40])=[O:39]. The yield is 0.350.